From a dataset of Forward reaction prediction with 1.9M reactions from USPTO patents (1976-2016). Predict the product of the given reaction. (1) Given the reactants [CH3:1][O:2][C:3]1[CH:8]=[CH:7][C:6]([C:9]2[CH:14]=[CH:13][C:12]([C:15]([OH:17])=O)=[CH:11][CH:10]=2)=[CH:5][CH:4]=1.C(P(=O)(OCC)OCC)#N.CN1CCOCC1.[NH2:35][CH2:36][CH2:37][CH2:38][NH:39][C:40]1[C:44]2[CH:45]=[C:46]([S:49]([NH:52][CH2:53][C:54]3[CH:59]=[CH:58][C:57]([O:60][CH3:61])=[CH:56][CH:55]=3)(=[O:51])=[O:50])[CH:47]=[CH:48][C:43]=2[S:42][N:41]=1, predict the reaction product. The product is: [CH3:1][O:2][C:3]1[CH:4]=[CH:5][C:6]([C:9]2[CH:10]=[CH:11][C:12]([C:15]([NH:35][CH2:36][CH2:37][CH2:38][NH:39][C:40]3[C:44]4[CH:45]=[C:46]([S:49](=[O:50])(=[O:51])[NH:52][CH2:53][C:54]5[CH:55]=[CH:56][C:57]([O:60][CH3:61])=[CH:58][CH:59]=5)[CH:47]=[CH:48][C:43]=4[S:42][N:41]=3)=[O:17])=[CH:13][CH:14]=2)=[CH:7][CH:8]=1. (2) Given the reactants [Cl:1][C:2]1[CH:7]=[C:6]([Cl:8])[CH:5]=[CH:4][C:3]=1[C@@:9]1([CH2:33][N:34]2[CH:38]=[CH:37][N:36]=[CH:35]2)[O:13][C@H:12]([CH2:14][O:15][C:16]2[CH:21]=[CH:20][C:19]([N:22]3[CH2:27][CH2:26][N:25](C(NCC)=O)[CH2:24][CH2:23]3)=[CH:18][CH:17]=2)[CH2:11][O:10]1.[N:39]([C@@H:42]([CH:47]([CH3:49])[CH3:48])[C:43]([O:45][CH3:46])=[O:44])=[C:40]=[O:41].C(N=C=O)C, predict the reaction product. The product is: [Cl:1][C:2]1[CH:7]=[C:6]([Cl:8])[CH:5]=[CH:4][C:3]=1[C@@:9]1([CH2:33][N:34]2[CH:38]=[CH:37][N:36]=[CH:35]2)[O:13][C@H:12]([CH2:14][O:15][C:16]2[CH:17]=[CH:18][C:19]([N:22]3[CH2:23][CH2:24][N:25]([C:40]([NH:39][C@@H:42]([CH:47]([CH3:49])[CH3:48])[C:43]([O:45][CH3:46])=[O:44])=[O:41])[CH2:26][CH2:27]3)=[CH:20][CH:21]=2)[CH2:11][O:10]1.